Dataset: Human liver microsome stability data. Task: Regression/Classification. Given a drug SMILES string, predict its absorption, distribution, metabolism, or excretion properties. Task type varies by dataset: regression for continuous measurements (e.g., permeability, clearance, half-life) or binary classification for categorical outcomes (e.g., BBB penetration, CYP inhibition). Dataset: hlm. (1) The drug is Cc1nc(N)nc(N[C@@H](C)c2nc3cccc(NCc4ccc(C(=O)NO)cc4)c3c(=O)n2-c2ccccc2)c1C#N. The result is 0 (unstable in human liver microsomes). (2) The molecule is CN1CCN(c2ccc(Nc3cc(-c4cccs4)[nH]n3)cc2)CC1. The result is 0 (unstable in human liver microsomes). (3) The drug is C[C@@H]1CN(c2ccc(F)cc2C(F)(F)F)CCN1S(=O)(=O)c1cccc(N2CCC(O)C2)c1. The result is 1 (stable in human liver microsomes). (4) The molecule is CC(O)c1cccc(CN2C(=O)CN(C(=O)c3cc4cc(C5CC5)ccc4[nH]3)C[C@@H]2Cc2ccccc2)c1. The result is 1 (stable in human liver microsomes). (5) The drug is COc1cc([C@@]2(O)CCNC[C@@H]2O)ccc1Nc1ncc2ccc(-c3ccccc3N(C)S(C)(=O)=O)n2n1. The result is 0 (unstable in human liver microsomes). (6) The compound is COC(=O)Nc1ccc2c(c1)N[C@@H](C(F)F)CCCC[C@H](NC(=O)C=Cc1cc(Cl)ccc1-n1cnnn1)c1nc-2c[nH]1. The result is 1 (stable in human liver microsomes). (7) The drug is O=C(NCc1ccc(Cl)cc1Cl)[C@@H]1CCC(=O)N1c1cccs1. The result is 1 (stable in human liver microsomes). (8) The result is 0 (unstable in human liver microsomes). The drug is Cc1cnc2c(C(F)(F)F)cccc2c1-c1cccc(Oc2cc(F)cc(S(C)(=O)=O)c2)c1. (9) The molecule is CS(=O)(=O)Nc1ccc2c(c1)S(=O)(=O)NC(C1=C(O)[C@@H]3C4CCC(CC4)[C@@H]3N(Cc3cccs3)C1=O)=N2. The result is 0 (unstable in human liver microsomes). (10) The compound is O=C(O)c1cc(Oc2ccccc2)ccc1NS(=O)(=O)c1ccc(Br)cc1F. The result is 1 (stable in human liver microsomes).